Dataset: Forward reaction prediction with 1.9M reactions from USPTO patents (1976-2016). Task: Predict the product of the given reaction. Given the reactants [CH:1]1([CH2:4]Br)[CH2:3][CH2:2]1.[CH3:6][C:7]1[CH:11]=[C:10]([CH3:12])[N:9]([CH2:13][C:14]([NH:16][C:17]2[CH:22]=[C:21]([C:23]([C:25]3[C:33]4[CH:32]=[N:31][CH:30]=[N:29][C:28]=4[NH:27][CH:26]=3)=[O:24])[CH:20]=[CH:19][N:18]=2)=[O:15])[N:8]=1.C(=O)([O-])[O-].[K+].[K+].[Cl-].[NH4+], predict the reaction product. The product is: [CH:1]1([CH2:4][N:27]2[C:28]3[N:29]=[CH:30][N:31]=[CH:32][C:33]=3[C:25]([C:23]([C:21]3[CH:20]=[CH:19][N:18]=[C:17]([NH:16][C:14](=[O:15])[CH2:13][N:9]4[C:10]([CH3:12])=[CH:11][C:7]([CH3:6])=[N:8]4)[CH:22]=3)=[O:24])=[CH:26]2)[CH2:3][CH2:2]1.